Dataset: Full USPTO retrosynthesis dataset with 1.9M reactions from patents (1976-2016). Task: Predict the reactants needed to synthesize the given product. (1) Given the product [CH3:1][N:2]1[CH:6]=[C:5]([C:7]2[N:12]=[CH:11][C:10]([CH2:13][C:14]3[C:15]([CH3:32])=[CH:16][C:17]([CH:34]=[CH2:35])=[C:18]([CH:23]=3)[C:19]([O:21][CH3:22])=[O:20])=[CH:9][CH:8]=2)[C:4]([CH3:33])=[N:3]1, predict the reactants needed to synthesize it. The reactants are: [CH3:1][N:2]1[CH:6]=[C:5]([C:7]2[N:12]=[CH:11][C:10]([CH2:13][C:14]3[C:15]([CH3:32])=[CH:16][C:17](OS(C(F)(F)F)(=O)=O)=[C:18]([CH:23]=3)[C:19]([O:21][CH3:22])=[O:20])=[CH:9][CH:8]=2)[C:4]([CH3:33])=[N:3]1.[CH2:34](C([Sn])=C(CCCC)CCCC)[CH2:35]CC.[Cl-].[Li+].[F-].[K+]. (2) The reactants are: [NH2:1][CH2:2][C:3]1[CH:4]=[C:5]2[C:9](=[CH:10][CH:11]=1)[C:8](=[O:12])[N:7]([CH:13]1[CH2:18][CH2:17][C:16](=[O:19])[NH:15][C:14]1=[O:20])[CH2:6]2.S(O)(=O)(=O)C.[F:26][C:27]([F:37])([C:31]1[CH:36]=[CH:35][CH:34]=[CH:33][CH:32]=1)[C:28](O)=[O:29].C(N(C(C)C)CC)(C)C.F[P-](F)(F)(F)(F)F.CN(C(N(C)C)=[N+]1C2C(=NC=CC=2)[N+]([O-])=N1)C. Given the product [O:20]=[C:14]1[CH:13]([N:7]2[CH2:6][C:5]3[C:9](=[CH:10][CH:11]=[C:3]([CH2:2][NH:1][C:28](=[O:29])[C:27]([F:26])([F:37])[C:31]4[CH:36]=[CH:35][CH:34]=[CH:33][CH:32]=4)[CH:4]=3)[C:8]2=[O:12])[CH2:18][CH2:17][C:16](=[O:19])[NH:15]1, predict the reactants needed to synthesize it. (3) Given the product [OH:1][C:2]1[C:7]([C:8]([NH:10][CH2:11][C:12]([OH:14])=[O:13])=[O:9])=[CH:6][N:5]=[C:4]([N:19]2[CH:23]=[CH:22][CH:21]=[N:20]2)[N:3]=1, predict the reactants needed to synthesize it. The reactants are: [OH:1][C:2]1[C:7]([C:8]([NH:10][CH2:11][C:12]([O:14]C(C)(C)C)=[O:13])=[O:9])=[CH:6][N:5]=[C:4]([N:19]2[CH:23]=[CH:22][CH:21]=[N:20]2)[N:3]=1.C(O)(C(F)(F)F)=O. (4) Given the product [CH:27]1[C:28]2[C:33](=[CH:32][CH:31]=[CH:30][CH:29]=2)[CH:34]=[CH:35][C:26]=1[O:25][C:23]([N:17]1[CH2:18][CH2:19][N:14]([CH2:13][CH2:12][CH2:11][CH2:10][N:8]2[CH2:7][CH2:6][C:3]3([CH2:4][CH2:5]3)[C@H:2]([OH:1])[CH2:9]2)[C:15](=[O:21])[C@@H:16]1[CH3:20])=[S:24], predict the reactants needed to synthesize it. The reactants are: [OH:1][C@@H:2]1[CH2:9][N:8]([CH2:10][CH2:11][CH2:12][CH2:13][N:14]2[CH2:19][CH2:18][NH:17][C@@H:16]([CH3:20])[C:15]2=[O:21])[CH2:7][CH2:6][C:3]21[CH2:5][CH2:4]2.Cl[C:23]([O:25][C:26]1[CH:35]=[CH:34][C:33]2[C:28](=[CH:29][CH:30]=[CH:31][CH:32]=2)[CH:27]=1)=[S:24].C(N(CC)CC)C.C(NCC)C. (5) Given the product [CH3:1][O:2][C:3]([C:5]1[C:6]([OH:28])=[C:7]2[C:12](=[C:13]([Br:29])[N:14]=1)[N:11]([CH2:15][CH:16]1[CH2:17][CH2:18][CH2:19][CH2:20]1)[C:10](=[O:21])[C:9]([C:22]1[CH:27]=[CH:26][CH:25]=[CH:24][CH:23]=1)=[CH:8]2)=[O:4], predict the reactants needed to synthesize it. The reactants are: [CH3:1][O:2][C:3]([C:5]1[C:6]([OH:28])=[C:7]2[C:12](=[CH:13][N:14]=1)[N:11]([CH2:15][CH:16]1[CH2:20][CH2:19][CH2:18][CH2:17]1)[C:10](=[O:21])[C:9]([C:22]1[CH:27]=[CH:26][CH:25]=[CH:24][CH:23]=1)=[CH:8]2)=[O:4].[Br:29]N1C(=O)CCC1=O. (6) Given the product [BrH:14].[Br:14][CH2:2][C:1]([C:4]1[CH:9]=[N:8][CH:7]=[CH:6][N:5]=1)=[O:3], predict the reactants needed to synthesize it. The reactants are: [C:1]([C:4]1[CH:9]=[N:8][CH:7]=[CH:6][N:5]=1)(=[O:3])[CH3:2].C(O)(=O)C.[BrH:14].CC(O)=O.[Br-].[Br-].[Br-].[NH+]1C=CC=CC=1.[NH+]1C=CC=CC=1.[NH+]1C=CC=CC=1. (7) Given the product [N+:16]([C:19]1[CH:20]=[CH:21][C:22]([CH2:25][CH2:26][N:27]2[C:7]3[CH2:6][CH2:5][S:12][CH2:11][C:1]=3[C:2](=[O:3])[NH:38][C:36]2=[O:37])=[CH:23][CH:24]=1)([O-:18])=[O:17], predict the reactants needed to synthesize it. The reactants are: [C:1]12([CH2:11][S:12](O)(=O)=O)C(C)(C)[CH:5]([CH2:6][CH2:7]1)C[C:2]2=[O:3].[N+:16]([C:19]1[CH:24]=[CH:23][C:22]([CH2:25][CH2:26][NH2:27])=[CH:21][CH:20]=1)([O-:18])=[O:17].S1CCC(=O)CC1.Cl[C:36]([N:38]=C=O)=[O:37]. (8) Given the product [S:1]1[CH:5]=[CH:4][CH:3]=[C:2]1[C:6]1[S:7][C:8]2[CH2:9][NH:10][CH2:11][CH2:12][C:13]=2[N:14]=1, predict the reactants needed to synthesize it. The reactants are: [S:1]1[CH:5]=[CH:4][CH:3]=[C:2]1[C:6]1[S:7][C:8]2[CH2:9][N:10](C(=O)C)[CH2:11][CH2:12][C:13]=2[N:14]=1.C(=O)([O-])[O-].[Na+].[Na+]. (9) Given the product [C:1]([C:3]1[CH:8]=[CH:7][CH:6]=[CH:5][C:4]=1[C:9]1[CH:17]=[CH:16][C:12]([C:13]([NH:28][CH2:29][C@H:30]2[CH2:34][CH2:33][C:32](=[O:35])[N:31]2[CH2:36][CH2:37][CH2:38][NH:39][C:40](=[O:46])[O:41][C:42]([CH3:43])([CH3:45])[CH3:44])=[O:14])=[C:11]([NH:18][CH2:19][CH2:20][C:21]2[CH:26]=[CH:25][CH:24]=[C:23]([F:27])[CH:22]=2)[N:10]=1)#[N:2], predict the reactants needed to synthesize it. The reactants are: [C:1]([C:3]1[CH:8]=[CH:7][CH:6]=[CH:5][C:4]=1[C:9]1[CH:17]=[CH:16][C:12]([C:13](O)=[O:14])=[C:11]([NH:18][CH2:19][CH2:20][C:21]2[CH:26]=[CH:25][CH:24]=[C:23]([F:27])[CH:22]=2)[N:10]=1)#[N:2].[NH2:28][CH2:29][C@H:30]1[CH2:34][CH2:33][C:32](=[O:35])[N:31]1[CH2:36][CH2:37][CH2:38][NH:39][C:40](=[O:46])[O:41][C:42]([CH3:45])([CH3:44])[CH3:43].C1C=CC2N(O)N=NC=2C=1.CN(C(ON1N=NC2C=CC=CC1=2)=[N+](C)C)C.F[P-](F)(F)(F)(F)F. (10) Given the product [Cl:25][C:26]1[CH:33]=[CH:32][C:29]([CH2:30][N:1]2[CH2:2][CH2:3][CH:4]([NH:7][C:8]3[O:9][C:10]4[C:16]([S:17]([N:20]5[CH2:24][CH2:23][CH2:22][CH2:21]5)(=[O:19])=[O:18])=[CH:15][CH:14]=[CH:13][C:11]=4[N:12]=3)[CH2:5][CH2:6]2)=[CH:28][C:27]=1[O:34][CH2:35][CH3:36], predict the reactants needed to synthesize it. The reactants are: [NH:1]1[CH2:6][CH2:5][CH:4]([NH:7][C:8]2[O:9][C:10]3[C:16]([S:17]([N:20]4[CH2:24][CH2:23][CH2:22][CH2:21]4)(=[O:19])=[O:18])=[CH:15][CH:14]=[CH:13][C:11]=3[N:12]=2)[CH2:3][CH2:2]1.[Cl:25][C:26]1[CH:33]=[CH:32][C:29]([CH:30]=O)=[CH:28][C:27]=1[O:34][CH2:35][CH3:36].C([BH3-])#N.[Na+].C(N(C(C)C)C(C)C)C.